From a dataset of Catalyst prediction with 721,799 reactions and 888 catalyst types from USPTO. Predict which catalyst facilitates the given reaction. (1) Reactant: [CH3:1][N:2]1[CH2:15][CH2:14][C:13]2[C:12]3[CH:11]=[C:10]([CH3:16])[CH:9]=[CH:8][C:7]=3[NH:6][C:5]=2[CH2:4][CH2:3]1.N1CCC[C@H]1C(O)=O.[O-]P([O-])([O-])=O.[K+].[K+].[K+].Br[CH:34]=[C:35]([C:37]1[CH:42]=[CH:41][C:40]([Cl:43])=[C:39]([Cl:44])[CH:38]=1)[CH3:36]. Product: [Cl:44][C:39]1[CH:38]=[C:37](/[C:35](/[CH3:36])=[CH:34]/[N:6]2[C:7]3[CH:8]=[CH:9][C:10]([CH3:16])=[CH:11][C:12]=3[C:13]3[CH2:14][CH2:15][N:2]([CH3:1])[CH2:3][CH2:4][C:5]2=3)[CH:42]=[CH:41][C:40]=1[Cl:43]. The catalyst class is: 122. (2) Reactant: [Si:1]([O:8][CH2:9][C:10]([CH3:14])([CH3:13])[CH2:11][OH:12])([C:4]([CH3:7])([CH3:6])[CH3:5])([CH3:3])[CH3:2].[CH2:15](N(CC)CC)[CH3:16].CS(Cl)(=O)=O.C(=O)(O)[O-].[Na+]. Product: [C:4]([Si:1]([O:8][CH2:9][C:10]([CH3:14])([CH3:13])[CH2:11][O:12][CH2:15][CH3:16])([CH3:3])[CH3:2])([CH3:7])([CH3:6])[CH3:5]. The catalyst class is: 1. (3) Reactant: Br[C:2]1[CH:3]=[C:4]([NH:11][C:12](=[O:14])[CH3:13])[CH:5]=[C:6]([N+:8]([O-:10])=[O:9])[CH:7]=1.N#N.[CH3:17][N:18]1[CH:22]=[C:21](B2OC(C)(C)C(C)(C)O2)[CH:20]=[N:19]1.C(=O)([O-])[O-].[Na+].[Na+]. Product: [CH3:17][N:18]1[CH:22]=[C:21]([C:2]2[CH:3]=[C:4]([NH:11][C:12](=[O:14])[CH3:13])[CH:5]=[C:6]([N+:8]([O-:10])=[O:9])[CH:7]=2)[CH:20]=[N:19]1. The catalyst class is: 438. (4) Reactant: [O:1]=[C:2]1[N:7]([C:8]2[CH:13]=[CH:12][C:11]([O:14][CH2:15][C:16]([F:19])([F:18])[F:17])=[CH:10][CH:9]=2)[C:6]([S:20][CH2:21][CH2:22][CH2:23][CH2:24][CH2:25][C:26]#[N:27])=[N:5][C:4]2[CH:28]=[CH:29][NH:30][C:3]1=2.[N:31]([Si](C)(C)C)=[N+:32]=[N-:33].C([Sn](CCCC)=O)CCC.C1(C)C=CC=CC=1. Product: [NH:31]1[C:26]([CH2:25][CH2:24][CH2:23][CH2:22][CH2:21][S:20][C:6]2[N:7]([C:8]3[CH:13]=[CH:12][C:11]([O:14][CH2:15][C:16]([F:17])([F:18])[F:19])=[CH:10][CH:9]=3)[C:2](=[O:1])[C:3]3[NH:30][CH:29]=[CH:28][C:4]=3[N:5]=2)=[N:27][N:33]=[N:32]1. The catalyst class is: 13. (5) Reactant: [C:1]([N:5]1[C:9](=[O:10])[C:8](Cl)=[C:7]([C:12]2[CH:17]=[CH:16][CH:15]=[CH:14][CH:13]=2)[S:6]1(=[O:19])=[O:18])([CH3:4])([CH3:3])[CH3:2].Cl.[CH2:21]([NH2:23])[CH3:22]. Product: [C:1]([N:5]1[C:9](=[O:10])[C:8]([NH:23][CH2:21][CH3:22])=[C:7]([C:12]2[CH:17]=[CH:16][CH:15]=[CH:14][CH:13]=2)[S:6]1(=[O:19])=[O:18])([CH3:4])([CH3:3])[CH3:2]. The catalyst class is: 3.